From a dataset of Full USPTO retrosynthesis dataset with 1.9M reactions from patents (1976-2016). Predict the reactants needed to synthesize the given product. (1) The reactants are: [CH:1]1([CH2:4][CH2:5][C:6]2[CH:7]=[C:8]([NH:17][C:18]3[CH:23]=[CH:22][C:21]([CH:24]4[CH2:29][CH2:28][N:27](C(OC(C)(C)C)=O)[CH2:26][CH2:25]4)=[CH:20][C:19]=3[O:37][CH3:38])[C:9]3[C:10](=[O:16])[NH:11][N:12]=[CH:13][C:14]=3[N:15]=2)[CH2:3][CH2:2]1.FC(F)(F)C(O)=O. Given the product [CH:1]1([CH2:4][CH2:5][C:6]2[CH:7]=[C:8]([NH:17][C:18]3[CH:23]=[CH:22][C:21]([CH:24]4[CH2:29][CH2:28][NH:27][CH2:26][CH2:25]4)=[CH:20][C:19]=3[O:37][CH3:38])[C:9]3[C:10](=[O:16])[NH:11][N:12]=[CH:13][C:14]=3[N:15]=2)[CH2:2][CH2:3]1, predict the reactants needed to synthesize it. (2) Given the product [CH2:1]([O:3][C:4]([C:6]1[N:7]=[CH:8][N:9]2[C:15]=1[CH:14]([CH3:16])[N:13]=[C:12]([C:17]1[CH:22]=[CH:21][CH:20]=[CH:19][CH:18]=1)[C:11]1[CH:23]=[C:24]([C:33]#[C:32][Si:29]([CH3:31])([CH3:30])[CH3:28])[CH:25]=[CH:26][C:10]2=1)=[O:5])[CH3:2], predict the reactants needed to synthesize it. The reactants are: [CH2:1]([O:3][C:4]([C:6]1[N:7]=[CH:8][N:9]2[C:15]=1[CH:14]([CH3:16])[N:13]=[C:12]([C:17]1[CH:22]=[CH:21][CH:20]=[CH:19][CH:18]=1)[C:11]1[CH:23]=[C:24](Br)[CH:25]=[CH:26][C:10]2=1)=[O:5])[CH3:2].[CH3:28][Si:29]([C:32]#[CH:33])([CH3:31])[CH3:30].